Dataset: Peptide-MHC class II binding affinity with 134,281 pairs from IEDB. Task: Regression. Given a peptide amino acid sequence and an MHC pseudo amino acid sequence, predict their binding affinity value. This is MHC class II binding data. The peptide sequence is TFDGRGAQVYIGNGG. The MHC is DRB1_0101 with pseudo-sequence DRB1_0101. The binding affinity (normalized) is 0.362.